From a dataset of Full USPTO retrosynthesis dataset with 1.9M reactions from patents (1976-2016). Predict the reactants needed to synthesize the given product. (1) Given the product [CH3:1][S:2]([C:3]1[N:8]=[C:7]([C:9]2[C:10]([C:18]3[CH:23]=[CH:22][CH:21]=[C:20]([N+:24]([O-:26])=[O:25])[CH:19]=3)=[N:11][N:12]3[CH:17]=[CH:16][CH:15]=[CH:14][C:13]=23)[CH:6]=[CH:5][N:4]=1)=[O:35], predict the reactants needed to synthesize it. The reactants are: [CH3:1][S:2][C:3]1[N:8]=[C:7]([C:9]2[C:10]([C:18]3[CH:23]=[CH:22][CH:21]=[C:20]([N+:24]([O-:26])=[O:25])[CH:19]=3)=[N:11][N:12]3[CH:17]=[CH:16][CH:15]=[CH:14][C:13]=23)[CH:6]=[CH:5][N:4]=1.C1C=C(Cl)C=C(C(OO)=[O:35])C=1. (2) Given the product [Cl:17][C:14]1[CH:13]=[CH:12][C:11]([C:9]2[N:8]([CH3:18])[N:7]=[C:6]([CH2:4][OH:3])[CH:10]=2)=[CH:16][CH:15]=1, predict the reactants needed to synthesize it. The reactants are: C([O:3][C:4]([C:6]1[CH:10]=[C:9]([C:11]2[CH:16]=[CH:15][C:14]([Cl:17])=[CH:13][CH:12]=2)[N:8]([CH3:18])[N:7]=1)=O)C.[H-].[Al+3].[Li+].[H-].[H-].[H-]. (3) Given the product [Br:1][C:2]1[CH:11]=[C:10]2[C:5]([C:6]([CH3:20])([CH3:19])[CH2:7][CH2:8][C:9]32[C:15](=[O:16])[N:14]([CH3:17])[C:13](=[S:30])[NH:12]3)=[CH:4][CH:3]=1, predict the reactants needed to synthesize it. The reactants are: [Br:1][C:2]1[CH:11]=[C:10]2[C:5]([C:6]([CH3:20])([CH3:19])[CH2:7][CH2:8][C:9]32[C:15](=[O:16])[N:14]([CH3:17])[C:13](=O)[NH:12]3)=[CH:4][CH:3]=1.COC1C=CC(P2(SP(C3C=CC(OC)=CC=3)(=S)S2)=[S:30])=CC=1. (4) Given the product [Cl:3][C:4]1[C:5]([F:40])=[C:6]([CH:37]=[CH:38][CH:39]=1)[NH:7][C:8]1[C:17]2[C:12](=[CH:13][C:14]([O:35][CH3:36])=[C:15]([O:18][C@H:19]3[CH2:23][N:22]([C:24]([O:26][C:27]([CH3:30])([CH3:29])[CH3:28])=[O:25])[C@H:21]([C:31]([OH:33])=[O:32])[CH2:20]3)[CH:16]=2)[N:11]=[CH:10][N:9]=1, predict the reactants needed to synthesize it. The reactants are: [OH-].[Na+].[Cl:3][C:4]1[C:5]([F:40])=[C:6]([CH:37]=[CH:38][CH:39]=1)[NH:7][C:8]1[C:17]2[C:12](=[CH:13][C:14]([O:35][CH3:36])=[C:15]([O:18][C@H:19]3[CH2:23][N:22]([C:24]([O:26][C:27]([CH3:30])([CH3:29])[CH3:28])=[O:25])[C@H:21]([C:31]([O:33]C)=[O:32])[CH2:20]3)[CH:16]=2)[N:11]=[CH:10][N:9]=1.Cl. (5) Given the product [C:1]([O:5][C:6]([N:8]1[CH2:27][CH2:26][N:11]2[C:12](=[O:25])[C:13]3[C:18]([CH:10]2[CH2:9]1)=[CH:17][C:16]([O:19][S:38]([C:37]([F:50])([F:49])[F:36])(=[O:40])=[O:39])=[CH:15][C:14]=3[O:20][C:21]([F:23])([F:24])[F:22])=[O:7])([CH3:4])([CH3:2])[CH3:3], predict the reactants needed to synthesize it. The reactants are: [C:1]([O:5][C:6]([N:8]1[CH2:27][CH2:26][N:11]2[C:12](=[O:25])[C:13]3[C:18]([CH:10]2[CH2:9]1)=[CH:17][C:16]([OH:19])=[CH:15][C:14]=3[O:20][C:21]([F:24])([F:23])[F:22])=[O:7])([CH3:4])([CH3:3])[CH3:2].N1C(C)=CC=CC=1C.[F:36][C:37]([F:50])([F:49])[S:38](O[S:38]([C:37]([F:50])([F:49])[F:36])(=[O:40])=[O:39])(=[O:40])=[O:39]. (6) Given the product [C:1]([O:5][C:6]([N:8]1[CH2:13][CH2:12][CH:11]([F:21])[CH2:10][CH2:9]1)=[O:7])([CH3:4])([CH3:3])[CH3:2], predict the reactants needed to synthesize it. The reactants are: [C:1]([O:5][C:6]([N:8]1[CH2:13][CH2:12][CH:11](O)[CH2:10][CH2:9]1)=[O:7])([CH3:4])([CH3:3])[CH3:2].CCN(S(F)(F)[F:21])CC.